This data is from Merck oncology drug combination screen with 23,052 pairs across 39 cell lines. The task is: Regression. Given two drug SMILES strings and cell line genomic features, predict the synergy score measuring deviation from expected non-interaction effect. Drug 1: CCC1(O)CC2CN(CCc3c([nH]c4ccccc34)C(C(=O)OC)(c3cc4c(cc3OC)N(C)C3C(O)(C(=O)OC)C(OC(C)=O)C5(CC)C=CCN6CCC43C65)C2)C1. Drug 2: NC(=O)c1cccc2cn(-c3ccc(C4CCCNC4)cc3)nc12. Cell line: KPL1. Synergy scores: synergy=7.93.